The task is: Predict which catalyst facilitates the given reaction.. This data is from Catalyst prediction with 721,799 reactions and 888 catalyst types from USPTO. (1) Reactant: [C:1]1([C:20]2[CH:25]=[CH:24][CH:23]=[CH:22][CH:21]=2)[CH:6]=[CH:5][C:4]([CH2:7][NH:8][C:9]2[N:17]=[C:16](Cl)[N:15]=[C:14]3[C:10]=2[N:11]=[CH:12][N:13]3[CH3:19])=[CH:3][CH:2]=1.[NH2:26][C@H:27]([CH2:30][CH3:31])[CH2:28][OH:29].CCOCC. Product: [C:1]1([C:20]2[CH:25]=[CH:24][CH:23]=[CH:22][CH:21]=2)[CH:6]=[CH:5][C:4]([CH2:7][NH:8][C:9]2[N:17]=[C:16]([NH:26][C@H:27]([CH2:30][CH3:31])[CH2:28][OH:29])[N:15]=[C:14]3[C:10]=2[N:11]=[CH:12][N:13]3[CH3:19])=[CH:3][CH:2]=1. The catalyst class is: 6. (2) Reactant: Cl.[N:2]1([CH:6]2[CH2:23][CH2:22][C:9]3([CH2:14][CH2:13][N:12](C(OC(C)(C)C)=O)[CH2:11][CH2:10]3)[CH2:8][CH2:7]2)[CH2:5][CH2:4][CH2:3]1. Product: [N:2]1([CH:6]2[CH2:7][CH2:8][C:9]3([CH2:14][CH2:13][NH:12][CH2:11][CH2:10]3)[CH2:22][CH2:23]2)[CH2:3][CH2:4][CH2:5]1. The catalyst class is: 5.